From a dataset of NCI-60 drug combinations with 297,098 pairs across 59 cell lines. Regression. Given two drug SMILES strings and cell line genomic features, predict the synergy score measuring deviation from expected non-interaction effect. (1) Drug 1: CC1OCC2C(O1)C(C(C(O2)OC3C4COC(=O)C4C(C5=CC6=C(C=C35)OCO6)C7=CC(=C(C(=C7)OC)O)OC)O)O. Drug 2: C1C(C(OC1N2C=C(C(=O)NC2=O)F)CO)O. Cell line: MOLT-4. Synergy scores: CSS=87.8, Synergy_ZIP=0.659, Synergy_Bliss=0.244, Synergy_Loewe=-3.41, Synergy_HSA=3.29. (2) Drug 1: CNC(=O)C1=CC=CC=C1SC2=CC3=C(C=C2)C(=NN3)C=CC4=CC=CC=N4. Drug 2: C1=NC2=C(N=C(N=C2N1C3C(C(C(O3)CO)O)O)F)N. Cell line: NCI-H322M. Synergy scores: CSS=-3.29, Synergy_ZIP=1.14, Synergy_Bliss=-2.91, Synergy_Loewe=-6.48, Synergy_HSA=-5.97. (3) Drug 1: CN1C(=O)N2C=NC(=C2N=N1)C(=O)N. Drug 2: COCCOC1=C(C=C2C(=C1)C(=NC=N2)NC3=CC=CC(=C3)C#C)OCCOC.Cl. Cell line: HCT-15. Synergy scores: CSS=-8.50, Synergy_ZIP=7.02, Synergy_Bliss=1.46, Synergy_Loewe=-10.6, Synergy_HSA=-8.66. (4) Drug 1: C1CCC(C1)C(CC#N)N2C=C(C=N2)C3=C4C=CNC4=NC=N3. Drug 2: C1CCC(CC1)NC(=O)N(CCCl)N=O. Cell line: SF-539. Synergy scores: CSS=19.0, Synergy_ZIP=-7.18, Synergy_Bliss=-2.59, Synergy_Loewe=-3.70, Synergy_HSA=-1.87. (5) Drug 1: CC1=C(C=C(C=C1)NC(=O)C2=CC=C(C=C2)CN3CCN(CC3)C)NC4=NC=CC(=N4)C5=CN=CC=C5. Drug 2: C1=NC(=NC(=O)N1C2C(C(C(O2)CO)O)O)N. Cell line: K-562. Synergy scores: CSS=66.5, Synergy_ZIP=0.809, Synergy_Bliss=0.508, Synergy_Loewe=-3.17, Synergy_HSA=1.70. (6) Drug 1: C1C(C(OC1N2C=C(C(=O)NC2=O)F)CO)O. Drug 2: CN(C(=O)NC(C=O)C(C(C(CO)O)O)O)N=O. Cell line: UO-31. Synergy scores: CSS=16.7, Synergy_ZIP=-4.78, Synergy_Bliss=-1.97, Synergy_Loewe=-33.5, Synergy_HSA=-1.76. (7) Drug 1: CCCS(=O)(=O)NC1=C(C(=C(C=C1)F)C(=O)C2=CNC3=C2C=C(C=N3)C4=CC=C(C=C4)Cl)F. Drug 2: CN(CCCl)CCCl.Cl. Cell line: MDA-MB-231. Synergy scores: CSS=13.8, Synergy_ZIP=0.514, Synergy_Bliss=2.40, Synergy_Loewe=-5.42, Synergy_HSA=-0.538.